Dataset: NCI-60 drug combinations with 297,098 pairs across 59 cell lines. Task: Regression. Given two drug SMILES strings and cell line genomic features, predict the synergy score measuring deviation from expected non-interaction effect. (1) Drug 1: C1CCN(CC1)CCOC2=CC=C(C=C2)C(=O)C3=C(SC4=C3C=CC(=C4)O)C5=CC=C(C=C5)O. Drug 2: CC12CCC(CC1=CCC3C2CCC4(C3CC=C4C5=CN=CC=C5)C)O. Cell line: U251. Synergy scores: CSS=10.4, Synergy_ZIP=-3.37, Synergy_Bliss=0.421, Synergy_Loewe=0.312, Synergy_HSA=-0.179. (2) Drug 1: CC(C1=C(C=CC(=C1Cl)F)Cl)OC2=C(N=CC(=C2)C3=CN(N=C3)C4CCNCC4)N. Drug 2: CC1=C(C=C(C=C1)NC2=NC=CC(=N2)N(C)C3=CC4=NN(C(=C4C=C3)C)C)S(=O)(=O)N.Cl. Cell line: HCT-15. Synergy scores: CSS=2.65, Synergy_ZIP=2.21, Synergy_Bliss=4.46, Synergy_Loewe=-0.0593, Synergy_HSA=2.15. (3) Drug 1: C1=NC2=C(N1)C(=S)N=C(N2)N. Drug 2: C(CC(=O)O)C(=O)CN.Cl. Cell line: NCI-H322M. Synergy scores: CSS=27.1, Synergy_ZIP=-12.0, Synergy_Bliss=-15.0, Synergy_Loewe=-14.9, Synergy_HSA=-11.3. (4) Drug 1: CC(C)(C#N)C1=CC(=CC(=C1)CN2C=NC=N2)C(C)(C)C#N. Drug 2: CCC1(C2=C(COC1=O)C(=O)N3CC4=CC5=C(C=CC(=C5CN(C)C)O)N=C4C3=C2)O.Cl. Cell line: SK-MEL-5. Synergy scores: CSS=20.5, Synergy_ZIP=-0.0481, Synergy_Bliss=0.169, Synergy_Loewe=-21.1, Synergy_HSA=-1.16. (5) Cell line: NCI/ADR-RES. Drug 1: CC1=CC2C(CCC3(C2CCC3(C(=O)C)OC(=O)C)C)C4(C1=CC(=O)CC4)C. Drug 2: CS(=O)(=O)OCCCCOS(=O)(=O)C. Synergy scores: CSS=1.74, Synergy_ZIP=-0.663, Synergy_Bliss=-1.28, Synergy_Loewe=-2.30, Synergy_HSA=-2.02. (6) Drug 2: C1=NC2=C(N1)C(=S)N=CN2. Cell line: UACC62. Synergy scores: CSS=-0.782, Synergy_ZIP=-10.4, Synergy_Bliss=-21.4, Synergy_Loewe=-49.4, Synergy_HSA=-21.5. Drug 1: CC1=C(C=C(C=C1)NC2=NC=CC(=N2)N(C)C3=CC4=NN(C(=C4C=C3)C)C)S(=O)(=O)N.Cl.